This data is from Forward reaction prediction with 1.9M reactions from USPTO patents (1976-2016). The task is: Predict the product of the given reaction. (1) Given the reactants Cl.CNC1N=C2SC(CCC(O)=O)=NC2=CC=1.C1N=CN(C(N2C=NC=C2)=O)C=1.[Cl:30][C:31]1[CH:32]=[C:33]([CH:38]([N:40]([CH3:45])[CH2:41][CH2:42][CH2:43][NH2:44])[CH3:39])[CH:34]=[CH:35][C:36]=1[Cl:37].C(N(CC)CC)C, predict the reaction product. The product is: [Cl:30][C:31]1[CH:32]=[C:33]([CH:38]([N:40]([CH3:45])[CH2:41][CH2:42][C:43]#[N:44])[CH3:39])[CH:34]=[CH:35][C:36]=1[Cl:37]. (2) Given the reactants [CH2:1]([C:4]1[CH:5]=[C:6]([CH:9]=[CH:10][C:11]=1[O:12][CH2:13][CH2:14][C:15]1[N:16]=[C:17]([C:21]2[CH:26]=[CH:25][CH:24]=[CH:23][CH:22]=2)[O:18][C:19]=1[CH3:20])C=O)[CH:2]=[CH2:3].[Cl-].C([O:35][C:36]([CH:38]([P+](C1C=CC=CC=1)(C1C=CC=CC=1)C1C=CC=CC=1)[O:39][CH2:40][CH3:41])=[O:37])C1C=CC=CC=1.[Cl-].[CH2:62](OC(C([P+](C1C=CC=CC=1)(C1C=CC=CC=1)C1C=CC=CC=1)OC)=O)C1C=CC=CC=1, predict the reaction product. The product is: [CH2:40]([O:39][CH:38]([CH2:62][C:6]1[CH:9]=[CH:10][C:11]([O:12][CH2:13][CH2:14][C:15]2[N:16]=[C:17]([C:21]3[CH:22]=[CH:23][CH:24]=[CH:25][CH:26]=3)[O:18][C:19]=2[CH3:20])=[C:4]([CH2:1][CH2:2][CH3:3])[CH:5]=1)[C:36]([OH:35])=[O:37])[CH3:41]. (3) The product is: [NH2:1][C:2]1[C:12]([Cl:33])=[C:11]([CH:13]=[O:14])[C:10]([CH2:15][CH3:16])=[CH:9][C:3]=1[C:4]([O:6][CH2:7][CH3:8])=[O:5]. Given the reactants [NH2:1][C:2]1[CH:12]=[C:11]([CH:13]=[O:14])[C:10]([CH2:15][CH3:16])=[CH:9][C:3]=1[C:4]([O:6][CH2:7][CH3:8])=[O:5].C(OC(=O)C1C=C(C(F)(F)F)C(C=O)=C([Cl:33])C=1N)C, predict the reaction product.